Task: Predict the reactants needed to synthesize the given product.. Dataset: Full USPTO retrosynthesis dataset with 1.9M reactions from patents (1976-2016) Given the product [NH2:11][C:4]1[CH:3]=[C:2]([Br:1])[C:9]([F:10])=[CH:8][C:5]=1[CH:6]=[O:7], predict the reactants needed to synthesize it. The reactants are: [Br:1][C:2]1[C:9]([F:10])=[CH:8][C:5]([CH:6]=[O:7])=[C:4]([N+:11]([O-])=O)[CH:3]=1.CCO.CC(O)=O.